This data is from Forward reaction prediction with 1.9M reactions from USPTO patents (1976-2016). The task is: Predict the product of the given reaction. (1) Given the reactants [CH:1]([C:4]1[C:5]([O:13][CH3:14])=[CH:6][C:7]([CH3:12])=[C:8]([CH:11]=1)[CH:9]=O)([CH3:3])[CH3:2].[F:15][C:16]1[CH:17]=[C:18]2[C:22](=[CH:23][CH:24]=1)[NH:21][C:20](=[O:25])[CH2:19]2, predict the reaction product. The product is: [F:15][C:16]1[CH:17]=[C:18]2[C:22](=[CH:23][CH:24]=1)[NH:21][C:20](=[O:25])[C:19]2=[CH:9][C:8]1[CH:11]=[C:4]([CH:1]([CH3:3])[CH3:2])[C:5]([O:13][CH3:14])=[CH:6][C:7]=1[CH3:12]. (2) Given the reactants [F:1][C:2]([F:35])([F:34])[C:3]1[CH:4]=[C:5]([C:13]([N:15]2[CH2:20][CH2:19][C@H:18]([C:21]3[CH:26]=[CH:25][CH:24]=[CH:23][C:22]=3Cl)[C@H:17]([C:28]3[CH:33]=[CH:32][CH:31]=[CH:30][CH:29]=3)[CH2:16]2)=[O:14])[CH:6]=[C:7]([C:9]([F:12])([F:11])[F:10])[CH:8]=1.[CH3:36][N:37]([CH3:41])[CH2:38][CH2:39][NH2:40].C1(C2C=CC=CC=2)C=CC=CC=1P(C1CCCCC1)C1CCCCC1, predict the reaction product. The product is: [F:1][C:2]([F:35])([F:34])[C:3]1[CH:4]=[C:5]([C:13]([N:15]2[CH2:20][CH2:19][C@H:18]([C:21]3[CH:26]=[CH:25][CH:24]=[CH:23][C:22]=3[NH:40][CH2:39][CH2:38][N:37]([CH3:41])[CH3:36])[C@H:17]([C:28]3[CH:33]=[CH:32][CH:31]=[CH:30][CH:29]=3)[CH2:16]2)=[O:14])[CH:6]=[C:7]([C:9]([F:12])([F:11])[F:10])[CH:8]=1. (3) The product is: [Br:1][C:2]1[C:7]([O:8][CH2:22][C:23]([O:25][CH2:26][CH3:27])=[O:24])=[C:6]([O:9][CH3:10])[C:5]([O:11][CH:12]([F:13])[F:14])=[CH:4][CH:3]=1. Given the reactants [Br:1][C:2]1[C:7]([OH:8])=[C:6]([O:9][CH3:10])[C:5]([O:11][CH:12]([F:14])[F:13])=[CH:4][CH:3]=1.C(=O)([O-])[O-].[K+].[K+].Br[CH2:22][C:23]([O:25][CH2:26][CH3:27])=[O:24], predict the reaction product. (4) Given the reactants [Cl:1][C:2]1[CH:7]=[CH:6][CH:5]=[CH:4][C:3]=1[C:8]1([OH:28])[CH2:13][CH2:12][N:11]([CH2:14][CH2:15][C:16](=[CH:26][OH:27])[C:17]([C:19]2[CH:24]=[CH:23][C:22]([F:25])=[CH:21][CH:20]=2)=O)[CH2:10][CH2:9]1.[ClH:29].[NH2:30]O.CC(C)=O, predict the reaction product. The product is: [ClH:1].[Cl:29][C:6]1[CH:7]=[CH:2][C:3]([C:8]2([OH:28])[CH2:9][CH2:10][N:11]([CH2:14][CH2:15][C:16]3[C:17]([C:19]4[CH:20]=[CH:21][C:22]([F:25])=[CH:23][CH:24]=4)=[N:30][O:27][CH:26]=3)[CH2:12][CH2:13]2)=[CH:4][CH:5]=1. (5) Given the reactants C([O:3][C:4]([C:6]1[C:14]2[CH2:13][CH2:12][N:11]([C:15]([O:17][C:18]([CH3:21])([CH3:20])[CH3:19])=[O:16])[CH2:10][C:9]=2[S:8][C:7]=1[NH2:22])=O)C.C(O)(=O)C.[CH:27](N)=[NH:28], predict the reaction product. The product is: [C:18]([O:17][C:15]([N:11]1[CH2:10][C:9]2[S:8][C:7]3[N:22]=[CH:27][NH:28][C:4](=[O:3])[C:6]=3[C:14]=2[CH2:13][CH2:12]1)=[O:16])([CH3:21])([CH3:20])[CH3:19].